Dataset: Full USPTO retrosynthesis dataset with 1.9M reactions from patents (1976-2016). Task: Predict the reactants needed to synthesize the given product. Given the product [CH3:12][C:8]1[C:7]([CH3:13])=[C:6]([F:5])[CH:11]=[CH:10][C:9]=1[N+:1]([O-:4])=[O:2], predict the reactants needed to synthesize it. The reactants are: [N+:1]([O-:4])(O)=[O:2].[F:5][C:6]1[C:7]([CH3:13])=[C:8]([CH3:12])[CH:9]=[CH:10][CH:11]=1.